From a dataset of Forward reaction prediction with 1.9M reactions from USPTO patents (1976-2016). Predict the product of the given reaction. (1) The product is: [CH3:22][O:23]/[N:24]=[C:25](/[C:27]1[N:32]=[C:31]([C:33]#[C:34][CH2:35][O:21]/[N:20]=[C:18](/[C:16]2[CH:15]=[CH:14][CH:13]=[C:12]([Br:11])[N:17]=2)\[CH3:19])[CH:30]=[CH:29][CH:28]=1)\[CH3:26]. Given the reactants C[Si]([N-][Si](C)(C)C)(C)C.[Na+].[Br:11][C:12]1[N:17]=[C:16](/[C:18](=[N:20]/[OH:21])/[CH3:19])[CH:15]=[CH:14][CH:13]=1.[CH3:22][O:23]/[N:24]=[C:25](/[C:27]1[N:32]=[C:31]([C:33]#[C:34][CH2:35]OS(C)(=O)=O)[CH:30]=[CH:29][CH:28]=1)\[CH3:26], predict the reaction product. (2) Given the reactants [NH:1](C(OCC1C2C(=CC=CC=2)C2C1=CC=CC=2)=O)[C@H:2]([C:8]([OH:10])=[O:9])[CH2:3][CH2:4][C:5](=[O:7])[OH:6].ClCCl, predict the reaction product. The product is: [NH2:1][C@H:2]([C:8]([OH:10])=[O:9])[CH2:3][CH2:4][C:5](=[O:6])[OH:7]. (3) Given the reactants Cl[C:2]1[N:3]=[C:4]2[CH:18]=[C:17]([C:19]([F:22])([F:21])[F:20])[CH:16]=[N:15][C:5]2=[N:6][C:7]=1[N:8]1[CH2:13][CH2:12][N:11]([CH3:14])[CH2:10][CH2:9]1.O.[NH2:24][NH2:25], predict the reaction product. The product is: [NH:24]([C:2]1[N:3]=[C:4]2[CH:18]=[C:17]([C:19]([F:22])([F:21])[F:20])[CH:16]=[N:15][C:5]2=[N:6][C:7]=1[N:8]1[CH2:13][CH2:12][N:11]([CH3:14])[CH2:10][CH2:9]1)[NH2:25]. (4) Given the reactants C([O:3][C:4](=[O:32])[CH2:5][C:6]1([NH:12][C:13]([C:15]2[CH:20]=[CH:19][C:18]([N:21]3[CH2:24][C:23]([F:26])([F:25])[CH2:22]3)=[C:17]([O:27][CH2:28][CH:29]3[CH2:31][CH2:30]3)[N:16]=2)=[O:14])[CH2:9][S:8](=[O:11])(=[O:10])[CH2:7]1)C.[OH-].[Li+], predict the reaction product. The product is: [CH:29]1([CH2:28][O:27][C:17]2[N:16]=[C:15]([C:13]([NH:12][C:6]3([CH2:5][C:4]([OH:32])=[O:3])[CH2:9][S:8](=[O:10])(=[O:11])[CH2:7]3)=[O:14])[CH:20]=[CH:19][C:18]=2[N:21]2[CH2:24][C:23]([F:25])([F:26])[CH2:22]2)[CH2:31][CH2:30]1. (5) Given the reactants [CH:1]1([CH2:5][OH:6])[CH2:4][CH2:3][CH2:2]1.[C:7]1([CH3:17])[CH:12]=[CH:11][C:10]([S:13](Cl)(=[O:15])=[O:14])=[CH:9][CH:8]=1, predict the reaction product. The product is: [CH:1]1([CH2:5][O:6][S:13]([C:10]2[CH:11]=[CH:12][C:7]([CH3:17])=[CH:8][CH:9]=2)(=[O:15])=[O:14])[CH2:4][CH2:3][CH2:2]1. (6) The product is: [CH:29]([N:32]1[CH2:37][CH2:36][N:35]([CH2:38][C:22]#[C:21][C:19]2[CH:20]=[C:15]([C:5]3[CH:4]=[C:3]([NH:2][CH3:1])[N:8]=[C:7]([C:9]4[CH:14]=[CH:13][CH:12]=[CH:11][N:10]=4)[CH:6]=3)[CH:16]=[N:17][CH:18]=2)[CH2:34][CH2:33]1)([CH3:31])[CH3:30]. Given the reactants [CH3:1][NH:2][C:3]1[N:8]=[C:7]([C:9]2[CH:14]=[CH:13][CH:12]=[CH:11][N:10]=2)[CH:6]=[C:5]([C:15]2[CH:16]=[N:17][CH:18]=[C:19]([C:21]#[C:22]C3N(C)C=NC=3)[CH:20]=2)[CH:4]=1.[CH:29]([N:32]1[CH2:37][CH2:36][N:35]([CH2:38]C#C)[CH2:34][CH2:33]1)([CH3:31])[CH3:30], predict the reaction product. (7) Given the reactants [C:1]([O:5][C:6]([N:8]1[CH2:16][C:15]2[C:10](=[CH:11][CH:12]=[C:13](B3OC(C)(C)C(C)(C)O3)[CH:14]=2)[CH2:9]1)=[O:7])([CH3:4])([CH3:3])[CH3:2].Br[C:27]1[CH2:28][CH2:29][CH2:30][O:31][CH:32]=1.C(=O)([O-])[O-].[Na+].[Na+], predict the reaction product. The product is: [C:1]([O:5][C:6]([N:8]1[CH2:16][C:15]2[C:10](=[CH:11][CH:12]=[C:13]([C:29]3[CH2:28][CH2:27][CH2:32][O:31][CH:30]=3)[CH:14]=2)[CH2:9]1)=[O:7])([CH3:2])([CH3:3])[CH3:4].